Task: Regression. Given two drug SMILES strings and cell line genomic features, predict the synergy score measuring deviation from expected non-interaction effect.. Dataset: NCI-60 drug combinations with 297,098 pairs across 59 cell lines (1) Drug 1: C1CCC(C1)C(CC#N)N2C=C(C=N2)C3=C4C=CNC4=NC=N3. Drug 2: B(C(CC(C)C)NC(=O)C(CC1=CC=CC=C1)NC(=O)C2=NC=CN=C2)(O)O. Cell line: OVCAR-4. Synergy scores: CSS=-1.67, Synergy_ZIP=0.394, Synergy_Bliss=-1.84, Synergy_Loewe=-1.43, Synergy_HSA=-2.58. (2) Drug 1: CCC1=CC2CC(C3=C(CN(C2)C1)C4=CC=CC=C4N3)(C5=C(C=C6C(=C5)C78CCN9C7C(C=CC9)(C(C(C8N6C)(C(=O)OC)O)OC(=O)C)CC)OC)C(=O)OC.C(C(C(=O)O)O)(C(=O)O)O. Drug 2: C1C(C(OC1N2C=NC3=C2NC=NCC3O)CO)O. Cell line: SW-620. Synergy scores: CSS=39.5, Synergy_ZIP=5.12, Synergy_Bliss=5.01, Synergy_Loewe=-33.4, Synergy_HSA=4.43. (3) Drug 1: CN(C)N=NC1=C(NC=N1)C(=O)N. Drug 2: CC1C(C(CC(O1)OC2CC(CC3=C2C(=C4C(=C3O)C(=O)C5=CC=CC=C5C4=O)O)(C(=O)C)O)N)O. Cell line: SF-268. Synergy scores: CSS=34.5, Synergy_ZIP=0.932, Synergy_Bliss=-0.443, Synergy_Loewe=-15.5, Synergy_HSA=0.0725. (4) Drug 1: COC1=NC(=NC2=C1N=CN2C3C(C(C(O3)CO)O)O)N. Drug 2: C1C(C(OC1N2C=NC(=NC2=O)N)CO)O. Cell line: T-47D. Synergy scores: CSS=0.388, Synergy_ZIP=3.39, Synergy_Bliss=5.10, Synergy_Loewe=1.45, Synergy_HSA=0.978.